Dataset: Forward reaction prediction with 1.9M reactions from USPTO patents (1976-2016). Task: Predict the product of the given reaction. (1) Given the reactants Br[C:2]1[CH:3]=[C:4]2[C:10]([CH:11]=[O:12])=[N:9][N:8]([CH:13]3[CH2:18][CH2:17][CH2:16][CH2:15][O:14]3)[C:5]2=[N:6][CH:7]=1.CC([O-])=O.[K+].Br[C:25]1[CH:26]=[C:27]([NH:31][C:32](=[O:35])[CH2:33][CH3:34])[CH:28]=[N:29][CH:30]=1.P([O-])([O-])([O-])=O.[K+].[K+].[K+], predict the reaction product. The product is: [CH:11]([C:10]1[C:4]2[C:5](=[N:6][CH:7]=[C:2]([C:25]3[CH:26]=[C:27]([NH:31][C:32](=[O:35])[CH2:33][CH3:34])[CH:28]=[N:29][CH:30]=3)[CH:3]=2)[N:8]([CH:13]2[CH2:18][CH2:17][CH2:16][CH2:15][O:14]2)[N:9]=1)=[O:12]. (2) Given the reactants [OH:1][CH:2]1[CH2:7][CH2:6][NH:5][CH2:4][CH2:3]1.N1C=CC=CC=1.O([Si:22]([C:25]([CH3:28])([CH3:27])[CH3:26])([CH3:24])[CH3:23])S(C(F)(F)F)(=O)=O.O, predict the reaction product. The product is: [Si:22]([O:1][CH:2]1[CH2:7][CH2:6][NH:5][CH2:4][CH2:3]1)([C:25]([CH3:28])([CH3:27])[CH3:26])([CH3:24])[CH3:23]. (3) Given the reactants [C:1]([C:5]1[N:10]=[C:9]([O:11][CH2:12][CH3:13])[C:8]([C:14]2[N:15]([C:35](Cl)=[O:36])[C:16]([C:28]3[CH:33]=[CH:32][C:31]([Cl:34])=[CH:30][CH:29]=3)([CH3:27])[C:17]([C:20]3[CH:25]=[CH:24][C:23]([Cl:26])=[CH:22][CH:21]=3)([CH3:19])[N:18]=2)=[CH:7][N:6]=1)([CH3:4])([CH3:3])[CH3:2].[NH:38]1[CH2:43][CH2:42][CH:41]([CH:44]([OH:47])[CH2:45][OH:46])[CH2:40][CH2:39]1, predict the reaction product. The product is: [C:1]([C:5]1[N:10]=[C:9]([O:11][CH2:12][CH3:13])[C:8]([C:14]2[N:15]([C:35]([N:38]3[CH2:43][CH2:42][CH:41]([CH:44]([OH:47])[CH2:45][OH:46])[CH2:40][CH2:39]3)=[O:36])[C@@:16]([C:28]3[CH:33]=[CH:32][C:31]([Cl:34])=[CH:30][CH:29]=3)([CH3:27])[C@@:17]([C:20]3[CH:25]=[CH:24][C:23]([Cl:26])=[CH:22][CH:21]=3)([CH3:19])[N:18]=2)=[CH:7][N:6]=1)([CH3:3])([CH3:2])[CH3:4]. (4) Given the reactants [NH:1]1[C:9]2[C:4](=[CH:5][CH:6]=[C:7]([C:10]([OH:12])=O)[CH:8]=2)[CH:3]=[CH:2]1.C(N1C=CN=C1)(N1C=CN=C1)=O.Cl.[CH3:26][O:27][NH:28][CH3:29], predict the reaction product. The product is: [CH3:26][O:27][N:28]([CH3:29])[C:10]([C:7]1[CH:8]=[C:9]2[C:4]([CH:3]=[CH:2][NH:1]2)=[CH:5][CH:6]=1)=[O:12]. (5) Given the reactants [C:1]1([CH3:7])[CH:6]=[CH:5][CH:4]=[CH:3][CH:2]=1.[Br-].[Na+].[C:10]([OH:13])(=[O:12])[CH3:11], predict the reaction product. The product is: [CH:7](=[O:12])[C:1]1[CH:6]=[CH:5][CH:4]=[CH:3][CH:2]=1.[C:10]([OH:13])(=[O:12])[C:11]1[CH:5]=[CH:6][CH:1]=[CH:2][CH:3]=1.[CH2:7]([OH:12])[C:1]1[CH:6]=[CH:5][CH:4]=[CH:3][CH:2]=1. (6) The product is: [CH:36]1[C:35]2[CH:4]([CH2:1][O:5][C:6]([N:8]3[CH2:13][CH2:12][CH:11]([CH3:14])[CH:10]([C:15]([OH:17])=[O:16])[CH2:9]3)=[O:7])[C:28]3[C:33](=[CH:32][CH:31]=[CH:30][CH:29]=3)[C:34]=2[CH:39]=[CH:38][CH:37]=1. Given the reactants [C:1]([O:5][C:6]([N:8]1[CH2:13][CH2:12][CH:11]([CH3:14])[CH:10]([C:15]([OH:17])=[O:16])[CH2:9]1)=[O:7])([CH3:4])(C)C.Cl.C([O-])(O)=O.[Na+].C(=O)(ON1C(=O)CCC1=O)OCC1[C:39]2[CH:38]=[CH:37][CH:36]=[CH:35][C:34]=2[C:33]2[C:28]1=[CH:29][CH:30]=[CH:31][CH:32]=2, predict the reaction product. (7) Given the reactants [N:1]12[CH2:8][CH2:7][CH:4]([CH2:5][CH2:6]1)[CH:3]([NH:9][C:10](=[O:22])[C:11]1[CH:16]=[CH:15][C:14]([O:17][CH3:18])=[CH:13][C:12]=1[N+:19]([O-])=O)[CH2:2]2, predict the reaction product. The product is: [NH2:19][C:12]1[CH:13]=[C:14]([O:17][CH3:18])[CH:15]=[CH:16][C:11]=1[C:10]([NH:9][CH:3]1[CH:4]2[CH2:5][CH2:6][N:1]([CH2:8][CH2:7]2)[CH2:2]1)=[O:22].